Task: Predict the reaction yield, written as a fraction of the theoretical maximum amount of product (1.0 means a 100% yield; for example, 0.34 means a 34% yield).. Dataset: Reaction yield outcomes from USPTO patents with 853,638 reactions (1) The reactants are [OH:1][C:2]1[CH:7]=[CH:6][C:5]([C:8]2([C:14]#[N:15])[CH2:13][CH2:12][O:11][CH2:10][CH2:9]2)=[CH:4][CH:3]=1.Cl[CH2:17][CH:18]([CH3:25])[CH2:19][N:20]1[CH2:24][CH2:23][CH2:22][CH2:21]1.C([O-])([O-])=O.[K+].[K+]. The catalyst is CN(C=O)C. The product is [CH3:17][CH:18]([CH2:19][N:20]1[CH2:24][CH2:23][CH2:22][CH2:21]1)[CH2:25][O:1][C:2]1[CH:7]=[CH:6][C:5]([C:8]2([C:14]#[N:15])[CH2:13][CH2:12][O:11][CH2:10][CH2:9]2)=[CH:4][CH:3]=1. The yield is 0.960. (2) The reactants are [F:1][C:2]([F:25])([F:24])[C:3]1[CH:4]=[C:5]([NH:13][C:14](=[O:23])[C:15]2[CH:20]=[C:19](I)[CH:18]=[CH:17][C:16]=2[OH:22])[CH:6]=[C:7]([C:9]([F:12])([F:11])[F:10])[CH:8]=1.[CH2:26]=[CH:27][C:28]1[CH:33]=[CH:32][CH:31]=[CH:30][CH:29]=1.C1(C)C=CC=CC=1P(C1C=CC=CC=1C)C1C=CC=CC=1C.C(NC(C)C)(C)C. The catalyst is C([O-])(=O)C.[Pd+2].C([O-])(=O)C.O.CN(C)C=O. The product is [F:1][C:2]([F:25])([F:24])[C:3]1[CH:4]=[C:5]([NH:13][C:14](=[O:23])[C:15]2[CH:20]=[C:19]([CH:26]=[CH:27][C:28]3[CH:33]=[CH:32][CH:31]=[CH:30][CH:29]=3)[CH:18]=[CH:17][C:16]=2[OH:22])[CH:6]=[C:7]([C:9]([F:12])([F:11])[F:10])[CH:8]=1. The yield is 0.383. (3) The reactants are [Cl:1][C:2]1[CH:3]=[C:4]([C:12]2[N:16]=[C:15]([C:17]3[CH:26]=[CH:25][CH:24]=[C:23]4[C:18]=3[CH2:19][CH2:20][N:21](C(OC(C)(C)C)=O)[CH2:22]4)[O:14][N:13]=2)[CH:5]=[CH:6][C:7]=1[O:8][CH:9]([CH3:11])[CH3:10].Cl. The catalyst is O1CCOCC1. The product is [Cl:1][C:2]1[CH:3]=[C:4]([C:12]2[N:16]=[C:15]([C:17]3[CH:26]=[CH:25][CH:24]=[C:23]4[C:18]=3[CH2:19][CH2:20][NH:21][CH2:22]4)[O:14][N:13]=2)[CH:5]=[CH:6][C:7]=1[O:8][CH:9]([CH3:11])[CH3:10]. The yield is 0.730. (4) The reactants are [Br:1][C:2]1[CH:7]=[CH:6][C:5]([Cl:8])=[CH:4][C:3]=1[OH:9].[OH-].[Na+].[Br:12][CH2:13][CH2:14]Br. The catalyst is O. The product is [Br:1][C:2]1[CH:7]=[CH:6][C:5]([Cl:8])=[CH:4][C:3]=1[O:9][CH2:14][CH2:13][Br:12]. The yield is 0.330. (5) The reactants are [C:1]1([CH3:13])[CH:6]=[CH:5][CH:4]=[C:3]([C:7]2[CH:12]=[CH:11][CH:10]=[CH:9][N:8]=2)[CH:2]=1.C(O[CH:18]=[CH:19][C:20]1[CH:25]=[CH:24][CH:23]=[CH:22][CH:21]=1)(=O)C.C1(C)C=CC=CC=1. The catalyst is CCN(CC)CC.CCOC(C)=O.CCCCCC. The product is [CH3:13][C:1]1[CH:6]=[CH:5][C:4]([CH:18]=[CH:19][C:20]2[CH:25]=[CH:24][CH:23]=[CH:22][CH:21]=2)=[C:3]([C:7]2[CH:12]=[CH:11][CH:10]=[CH:9][N:8]=2)[CH:2]=1. The yield is 0.980. (6) The reactants are N[C@@H:2]1[CH2:7][CH2:6][N:5]([C:8]([O:10][C:11]([CH3:14])([CH3:13])[CH3:12])=[O:9])[CH2:4][C@H:3]1[OH:15].CCN(CC)CC.[C:23](ON1C(=O)CCC1=O)([O:25][CH2:26][C:27]1[CH:32]=[CH:31][CH:30]=[CH:29][CH:28]=1)=[O:24]. The catalyst is C(Cl)Cl.CCOC(C)=O. The product is [CH2:26]([O:25][C:23]([C@@H:2]1[CH2:7][CH2:6][N:5]([C:8]([O:10][C:11]([CH3:14])([CH3:13])[CH3:12])=[O:9])[CH2:4][C@@H:3]1[OH:15])=[O:24])[C:27]1[CH:32]=[CH:31][CH:30]=[CH:29][CH:28]=1. The yield is 0.990. (7) The reactants are [F:1][CH:2]([F:19])[O:3][C:4]1[CH:9]=[CH:8][C:7]([C:10]#[C:11][C:12]2[CH:13]=[C:14]([OH:18])[CH:15]=[CH:16][CH:17]=2)=[CH:6][CH:5]=1.C(=O)([O-])[O-].[K+].[K+].[I-].[Na+].Br[CH2:29][CH2:30][CH:31]=[C:32]([F:34])[F:33]. The catalyst is CCCCCCCC[N+](CCCCCCCC)(CCCCCCCC)C.[Cl-].C(C(C)=O)C.ClCCl. The product is [F:33][C:32]([F:34])=[CH:31][CH2:30][CH2:29][O:18][C:14]1[CH:15]=[CH:16][CH:17]=[C:12]([C:11]#[C:10][C:7]2[CH:6]=[CH:5][C:4]([O:3][CH:2]([F:19])[F:1])=[CH:9][CH:8]=2)[CH:13]=1. The yield is 0.462. (8) The reactants are [F:1][C:2]1[CH:10]=[C:9]2[C:5]([C:6]([N:11]=[C:12]=S)=[N:7][NH:8]2)=[CH:4][CH:3]=1.C(N(CC)CC)C.Cl.Cl.[NH2:23][CH2:24][C@@:25]1([OH:33])[CH:30]2[CH2:31][CH2:32][N:27]([CH2:28][CH2:29]2)[CH2:26]1.C(N=C=NC(C)C)(C)C. The catalyst is CN(C=O)C. The product is [F:1][C:2]1[CH:10]=[C:9]2[C:5]([C:6]([NH:11][C:12]3[O:33][C@:25]4([CH2:24][N:23]=3)[CH:30]3[CH2:31][CH2:32][N:27]([CH2:28][CH2:29]3)[CH2:26]4)=[N:7][NH:8]2)=[CH:4][CH:3]=1. The yield is 0.640. (9) The reactants are C(O[C:6](=[O:45])[NH:7][CH2:8][CH2:9][CH2:10][N:11]1[CH2:16][CH2:15][CH:14]([N:17]2[CH:21]=[C:20]([NH:22][C:23]([C:25]3[CH:26]=[N:27][N:28]4[CH:33]=[CH:32][CH:31]=[N:30][C:29]=34)=[O:24])[C:19]([C:34]3[CH:39]=[C:38]([Cl:40])[CH:37]=[CH:36][C:35]=3[O:41][CH:42]([F:44])[F:43])=[N:18]2)[CH2:13][CH2:12]1)(C)(C)C.[C:46](O)(C(F)(F)F)=O.C(Cl)(=O)C. The catalyst is C(Cl)Cl.N1C=CC=CC=1. The product is [ClH:40].[C:6]([NH:7][CH2:8][CH2:9][CH2:10][N:11]1[CH2:12][CH2:13][CH:14]([N:17]2[CH:21]=[C:20]([NH:22][C:23]([C:25]3[CH:26]=[N:27][N:28]4[CH:33]=[CH:32][CH:31]=[N:30][C:29]=34)=[O:24])[C:19]([C:34]3[CH:39]=[C:38]([Cl:40])[CH:37]=[CH:36][C:35]=3[O:41][CH:42]([F:43])[F:44])=[N:18]2)[CH2:15][CH2:16]1)(=[O:45])[CH3:46]. The yield is 0.320.